Dataset: Reaction yield outcomes from USPTO patents with 853,638 reactions. Task: Predict the reaction yield, written as a fraction of the theoretical maximum amount of product (1.0 means a 100% yield; for example, 0.34 means a 34% yield). The reactants are [C:1](#[N:3])[CH3:2].C([Li])CCC.[CH2:9]([O:16][C:17]1[CH:25]=[CH:24][C:20]([C:21](Cl)=[O:22])=[C:19]([F:26])[CH:18]=1)[C:10]1[CH:15]=[CH:14][CH:13]=[CH:12][CH:11]=1.[Cl-].[NH4+]. The catalyst is C1COCC1. The product is [CH2:9]([O:16][C:17]1[CH:25]=[CH:24][C:20]([C:21](=[O:22])[CH2:2][C:1]#[N:3])=[C:19]([F:26])[CH:18]=1)[C:10]1[CH:11]=[CH:12][CH:13]=[CH:14][CH:15]=1. The yield is 0.790.